Dataset: Forward reaction prediction with 1.9M reactions from USPTO patents (1976-2016). Task: Predict the product of the given reaction. (1) The product is: [OH:19][NH:18][C:1]([C:3]1[C:4]2[CH:5]=[CH:6][NH:7][C:8]=2[CH:9]=[CH:10][CH:11]=1)=[NH:2]. Given the reactants [C:1]([C:3]1[CH:11]=[CH:10][CH:9]=[C:8]2[C:4]=1[CH:5]=[CH:6][NH:7]2)#[N:2].C(=O)([O-])O.[Na+].Cl.[NH2:18][OH:19], predict the reaction product. (2) Given the reactants N1CCCCC1.C(O)(=O)C.[CH2:11]([O:18][C:19]1[CH:26]=[CH:25][C:22]([CH:23]=O)=[C:21]([O:27][CH3:28])[CH:20]=1)[C:12]1[CH:17]=[CH:16][CH:15]=[CH:14][CH:13]=1.[C:29]([O:37][CH2:38][CH3:39])(=[O:36])[CH2:30][C:31]([O:33][CH2:34][CH3:35])=[O:32], predict the reaction product. The product is: [CH2:11]([O:18][C:19]1[CH:26]=[CH:25][C:22]([CH:23]=[C:30]([C:31]([O:33][CH2:34][CH3:35])=[O:32])[C:29]([O:37][CH2:38][CH3:39])=[O:36])=[C:21]([O:27][CH3:28])[CH:20]=1)[C:12]1[CH:17]=[CH:16][CH:15]=[CH:14][CH:13]=1.